Dataset: Forward reaction prediction with 1.9M reactions from USPTO patents (1976-2016). Task: Predict the product of the given reaction. (1) Given the reactants [Br:1][C:2]1[CH:3]=[C:4]([CH2:11][C:12]([O:14][CH3:15])=[O:13])[CH:5]=[C:6]([N+:8]([O-])=O)[CH:7]=1.C(O)(=O)C, predict the reaction product. The product is: [NH2:8][C:6]1[CH:5]=[C:4]([CH2:11][C:12]([O:14][CH3:15])=[O:13])[CH:3]=[C:2]([Br:1])[CH:7]=1. (2) The product is: [C:31]1([O:46][C:45](=[O:48])[NH:1][C@@H:2]2[CH2:6][CH2:5][N:4]([C:7]3[N:15]=[C:14]4[C:10]([N:11]=[CH:12][N:13]4[C@@H:16]4[CH2:20][C@H:19]([NH:21][C:22](=[O:25])[CH2:23][CH3:24])[C@@H:18]([OH:26])[C@H:17]4[OH:27])=[C:9]([NH:28][CH2:29][CH:30]([C:31]4[CH:36]=[CH:35][C:34]([OH:37])=[CH:33][CH:32]=4)[C:38]4[CH:43]=[CH:42][C:41]([OH:44])=[CH:40][CH:39]=4)[N:8]=3)[CH2:3]2)[CH:36]=[CH:35][CH:34]=[CH:33][CH:32]=1. Given the reactants [NH2:1][C@@H:2]1[CH2:6][CH2:5][N:4]([C:7]2[N:15]=[C:14]3[C:10]([N:11]=[CH:12][N:13]3[C@@H:16]3[CH2:20][C@H:19]([NH:21][C:22](=[O:25])[CH2:23][CH3:24])[C@@H:18]([OH:26])[C@H:17]3[OH:27])=[C:9]([NH:28][CH2:29][CH:30]([C:38]3[CH:43]=[CH:42][C:41]([OH:44])=[CH:40][CH:39]=3)[C:31]3[CH:36]=[CH:35][C:34]([OH:37])=[CH:33][CH:32]=3)[N:8]=2)[CH2:3]1.[C:45](=[O:48])([O-])[O-:46].[K+].[K+], predict the reaction product. (3) Given the reactants [F:1][C:2]1[CH:11]=[CH:10][C:9]([F:12])=[C:8]2[C:3]=1[C:4]([NH:13][CH2:14][CH2:15][C:16]1[CH:17]=[CH:18][C:19]([O:23][C:24]3[CH:29]=[C:28]([C:30]([F:33])([F:32])[F:31])[CH:27]=[CH:26][N:25]=3)=[C:20]([OH:22])[CH:21]=1)=[N:5][CH:6]=[N:7]2.I[CH2:35][CH2:36][CH3:37].C([O-])([O-])=O.[K+].[K+].O, predict the reaction product. The product is: [F:1][C:2]1[CH:11]=[CH:10][C:9]([F:12])=[C:8]2[C:3]=1[C:4]([NH:13][CH2:14][CH2:15][C:16]1[CH:17]=[CH:18][C:19]([O:23][C:24]3[CH:29]=[C:28]([C:30]([F:33])([F:31])[F:32])[CH:27]=[CH:26][N:25]=3)=[C:20]([O:22][CH2:35][CH2:36][CH3:37])[CH:21]=1)=[N:5][CH:6]=[N:7]2. (4) The product is: [Cl:12][C:9]1[CH:10]=[N:11][C:2]([NH:13][C:14]2[CH:19]=[CH:18][CH:17]=[CH:16][CH:15]=2)=[C:3]([CH:8]=1)[C:4]([OH:6])=[O:5]. Given the reactants Cl[C:2]1[N:11]=[CH:10][C:9]([Cl:12])=[CH:8][C:3]=1[C:4]([O:6]C)=[O:5].[NH2:13][C:14]1[CH:19]=[CH:18][CH:17]=[CH:16][CH:15]=1, predict the reaction product. (5) Given the reactants [N:1]1[CH:5]([CH:6]2[CH2:11][O:10][CH2:9][CH2:8][N:7]2C(OC(C)(C)C)=O)[N:4]=[N:3][N:2]=1.[ClH:19], predict the reaction product. The product is: [ClH:19].[N:4]1[CH:5]([CH:6]2[CH2:11][O:10][CH2:9][CH2:8][NH:7]2)[N:1]=[N:2][N:3]=1. (6) The product is: [CH:15]1[C:16]2[C:11](=[CH:10][CH:9]=[CH:8][CH:7]=2)[CH:12]=[CH:13][C:14]=1[CH2:1][C:2]([Cl:4])=[O:3]. Given the reactants [C:1](Cl)(=O)[C:2]([Cl:4])=[O:3].[CH:7]1[C:16]2[C:11](=[CH:12][CH:13]=[CH:14][CH:15]=2)[CH:10]=[CH:9][C:8]=1CC(O)=O.CN(C=O)C, predict the reaction product.